From a dataset of Full USPTO retrosynthesis dataset with 1.9M reactions from patents (1976-2016). Predict the reactants needed to synthesize the given product. (1) Given the product [F:25][C:22]1[CH:21]=[CH:20][C:19]([CH2:18][N:7]2[C:8]3=[CH:9][N:10]=[C:11]([C:14]([O:16][CH3:17])=[O:15])[CH:12]=[C:13]3[C:5]([CH2:4][O:32][CH2:33][CH2:34][N:35]3[CH2:39][CH2:38][CH2:37][C:36]3=[O:40])=[CH:6]2)=[CH:24][CH:23]=1, predict the reactants needed to synthesize it. The reactants are: CN([CH2:4][C:5]1[C:13]2[C:8](=[CH:9][N:10]=[C:11]([C:14]([O:16][CH3:17])=[O:15])[CH:12]=2)[N:7]([CH2:18][C:19]2[CH:24]=[CH:23][C:22]([F:25])=[CH:21][CH:20]=2)[CH:6]=1)C.ClC(OCC)=O.[OH:32][CH2:33][CH2:34][N:35]1[CH2:39][CH2:38][CH2:37][C:36]1=[O:40].C(N(C(C)C)C(C)C)C. (2) Given the product [F:1][C:2]([F:7])([CH3:6])[C:3]([O:5][C:3](=[O:4])[C:2]([F:7])([F:1])[CH3:6])=[O:4], predict the reactants needed to synthesize it. The reactants are: [F:1][C:2]([F:7])([CH3:6])[C:3]([OH:5])=[O:4].O=P12OP3(OP(OP(O3)(O1)=O)(=O)O2)=O. (3) Given the product [Br:11][C:9]1[CH:8]=[CH:7][C:6]([O:12][CH3:13])=[C:5]([C:3](=[O:4])[CH2:2][O:17][C:14](=[O:16])[CH3:15])[CH:10]=1, predict the reactants needed to synthesize it. The reactants are: Br[CH2:2][C:3]([C:5]1[CH:10]=[C:9]([Br:11])[CH:8]=[CH:7][C:6]=1[O:12][CH3:13])=[O:4].[C:14]([O-:17])(=[O:16])[CH3:15].[Na+]. (4) Given the product [CH2:2]([NH:9][C:10]1[C:11]2[CH2:31][CH2:30][NH:29][CH2:28][C:12]=2[N:13]=[C:14]([NH:16][C:17]2[CH:18]=[CH:19][C:20]([C:23]3[O:27][CH:26]=[N:25][CH:24]=3)=[CH:21][CH:22]=2)[N:15]=1)[C:3]1[CH:4]=[CH:5][CH:6]=[CH:7][CH:8]=1, predict the reactants needed to synthesize it. The reactants are: Cl.[CH2:2]([NH:9][C:10]1[C:11]2[CH2:31][CH2:30][N:29](C(OC(C)(C)C)=O)[CH2:28][C:12]=2[N:13]=[C:14]([NH:16][C:17]2[CH:22]=[CH:21][C:20]([C:23]3[O:27][CH:26]=[N:25][CH:24]=3)=[CH:19][CH:18]=2)[N:15]=1)[C:3]1[CH:8]=[CH:7][CH:6]=[CH:5][CH:4]=1. (5) Given the product [C:4]([OH:6])(=[O:5])[CH3:3].[CH3:1][NH:2][CH2:3][C:4]([O:6][C@H:7]([CH3:45])[CH2:8][N:9]1[C:13]([CH3:14])=[C:12]([C:15](=[O:37])[NH:16][C:17]2[CH:22]=[CH:21][C:20]([O:23][C:24]3[C:33]4[C:28](=[CH:29][C:30]([O:34][CH3:35])=[CH:31][CH:32]=4)[N:27]=[CH:26][CH:25]=3)=[C:19]([F:36])[CH:18]=2)[C:11](=[O:38])[N:10]1[C:39]1[CH:40]=[CH:41][CH:42]=[CH:43][CH:44]=1)=[O:5], predict the reactants needed to synthesize it. The reactants are: [CH3:1][NH:2][CH2:3][C:4]([O:6][C@H:7]([CH3:45])[CH2:8][N:9]1[C:13]([CH3:14])=[C:12]([C:15](=[O:37])[NH:16][C:17]2[CH:22]=[CH:21][C:20]([O:23][C:24]3[C:33]4[C:28](=[CH:29][C:30]([O:34][CH3:35])=[CH:31][CH:32]=4)[N:27]=[CH:26][CH:25]=3)=[C:19]([F:36])[CH:18]=2)[C:11](=[O:38])[N:10]1[C:39]1[CH:44]=[CH:43][CH:42]=[CH:41][CH:40]=1)=[O:5].C(O)(=O)C. (6) Given the product [C:17]([NH:21][C:22]([N:7]1[CH2:8][CH2:9][C@H:5]([OH:4])[CH2:6]1)=[O:23])([CH3:20])([CH3:19])[CH3:18], predict the reactants needed to synthesize it. The reactants are: ClCCl.[OH:4][C@H:5]1[CH2:9][CH2:8][NH:7][CH2:6]1.C(N(CC)CC)C.[C:17]([N:21]=[C:22]=[O:23])([CH3:20])([CH3:19])[CH3:18]. (7) Given the product [C:19]([O:23][C:24]([N:26]([C@@H:40]1[CH2:44][CH2:43][N:42]([CH2:10][C:8]2[CH:7]=[CH:6][C:5]3[O:1][CH2:2][CH2:3][C:4]=3[CH:9]=2)[CH2:41]1)[C:27]1[N:32]=[CH:31][C:30](/[CH:33]=[CH:34]/[C:35]([O:37][CH2:38][CH3:39])=[O:36])=[CH:29][CH:28]=1)=[O:25])([CH3:20])([CH3:21])[CH3:22], predict the reactants needed to synthesize it. The reactants are: [O:1]1[C:5]2[CH:6]=[CH:7][C:8]([CH2:10]O)=[CH:9][C:4]=2[CH2:3][CH2:2]1.CS(Cl)(=O)=O.Cl.Cl.[C:19]([O:23][C:24]([N:26]([C@@H:40]1[CH2:44][CH2:43][NH:42][CH2:41]1)[C:27]1[N:32]=[CH:31][C:30](/[CH:33]=[CH:34]/[C:35]([O:37][CH2:38][CH3:39])=[O:36])=[CH:29][CH:28]=1)=[O:25])([CH3:22])([CH3:21])[CH3:20].